This data is from Reaction yield outcomes from USPTO patents with 853,638 reactions. The task is: Predict the reaction yield, written as a fraction of the theoretical maximum amount of product (1.0 means a 100% yield; for example, 0.34 means a 34% yield). (1) The reactants are [F:1][C:2]1[S:6][C:5]([C@:7]23[CH2:15][N:14]([C:16]4[N:21]=[CH:20][CH:19]=[CH:18][N:17]=4)[CH2:13][C@H:12]2[CH2:11][S:10][C:9]([NH:22]C(=O)C2C=CC=CC=2)=[N:8]3)=[CH:4][CH:3]=1.[OH-].[Li+]. The catalyst is CO. The product is [F:1][C:2]1[S:6][C:5]([C@:7]23[CH2:15][N:14]([C:16]4[N:17]=[CH:18][CH:19]=[CH:20][N:21]=4)[CH2:13][C@H:12]2[CH2:11][S:10][C:9]([NH2:22])=[N:8]3)=[CH:4][CH:3]=1. The yield is 0.950. (2) The reactants are [C:1]([C:5]1[CH:9]=[C:8]([NH:10][C:11]([NH:13][C:14]2[CH:19]=[CH:18][CH:17]=[C:16]([Cl:20])[C:15]=2[Cl:21])=[O:12])[N:7]([C:22]2[CH:31]=[C:30]3[C:25]([CH2:26][CH2:27][NH:28][C:29]3=S)=[CH:24][CH:23]=2)[N:6]=1)([CH3:4])([CH3:3])[CH3:2].O.[NH3:34].O1CCOCC1. No catalyst specified. The product is [NH2:34][C:29]1[C:30]2[C:25](=[CH:24][CH:23]=[C:22]([N:7]3[C:8]([NH:10][C:11]([NH:13][C:14]4[CH:19]=[CH:18][CH:17]=[C:16]([Cl:20])[C:15]=4[Cl:21])=[O:12])=[CH:9][C:5]([C:1]([CH3:4])([CH3:3])[CH3:2])=[N:6]3)[CH:31]=2)[CH2:26][CH2:27][N:28]=1. The yield is 0.150. (3) The reactants are [CH3:1][O:2][C:3](=[O:17])[C:4]1[CH:12]=[C:11]([N+:13]([O-:15])=[O:14])[C:7]([C:8]([OH:10])=[O:9])=[C:6]([Cl:16])[CH:5]=1.[N+](=[CH2:20])=[N-]. The catalyst is CO. The product is [Cl:16][C:6]1[CH:5]=[C:4]([C:3]([O:2][CH3:1])=[O:17])[CH:12]=[C:11]([N+:13]([O-:15])=[O:14])[C:7]=1[C:8]([O:10][CH3:20])=[O:9]. The yield is 0.960. (4) The reactants are [OH:1][C:2]1[C:3]([C:20]([O:22][CH3:23])=[O:21])=[CH:4][C:5]2[C:10]([CH:11]=1)=[C:9](OS(C(F)(F)F)(=O)=O)[CH:8]=[CH:7][CH:6]=2.C(=O)([O-])[O-].[Cs+].[Cs+].O. The catalyst is O1CCCC1.[Pd](Cl)Cl.C1(P([C-]2C=CC=C2)C2C=CC=CC=2)C=CC=CC=1.[CH-]1C=CC=C1.[Fe+2]. The product is [CH2:9]([C:10]1[CH:11]=[CH:2][C:3]([CH2:20][C:9]2[CH:8]=[CH:7][CH:6]=[C:5]3[C:10]=2[CH:11]=[C:2]([OH:1])[C:3]([C:20]([O:22][CH3:23])=[O:21])=[CH:4]3)=[CH:4][CH:5]=1)[CH3:8]. The yield is 0.740. (5) The yield is 0.320. The reactants are [CH3:1][O:2][C:3]1[CH:4]=[C:5]2[C:10](=[CH:11][C:12]=1[O:13][CH3:14])[N:9]=[CH:8][CH:7]=[C:6]2[O:15][C:16]1[CH:21]=[CH:20][C:19]([NH:22][C:23]([C:25]2([C:36]([NH:38][C:39]3[CH:44]=[CH:43][C:42]([F:45])=[CH:41][CH:40]=3)=[O:37])[CH2:28][N:27](CC3C=CC=CC=3)[CH2:26]2)=[O:24])=[CH:18][CH:17]=1.C(O)(=O)C. The product is [CH3:1][O:2][C:3]1[CH:4]=[C:5]2[C:10](=[CH:11][C:12]=1[O:13][CH3:14])[N:9]=[CH:8][CH:7]=[C:6]2[O:15][C:16]1[CH:17]=[CH:18][C:19]([NH:22][C:23]([C:25]2([C:36]([NH:38][C:39]3[CH:40]=[CH:41][C:42]([F:45])=[CH:43][CH:44]=3)=[O:37])[CH2:26][NH:27][CH2:28]2)=[O:24])=[CH:20][CH:21]=1. The catalyst is CO.[Pd]. (6) The reactants are [Br:1][C:2]1[C:3]([CH3:25])=[C:4]([N:8]2[C:13](=[O:14])[CH:12]=[CH:11][N:10](CC3C=CC(OC)=CC=3)[C:9]2=[O:24])[CH:5]=[CH:6][CH:7]=1.FC(F)(F)S(O)(=O)=O. The catalyst is C(O)(C(F)(F)F)=O. The product is [Br:1][C:2]1[C:3]([CH3:25])=[C:4]([N:8]2[C:13](=[O:14])[CH:12]=[CH:11][NH:10][C:9]2=[O:24])[CH:5]=[CH:6][CH:7]=1. The yield is 0.960.